This data is from Full USPTO retrosynthesis dataset with 1.9M reactions from patents (1976-2016). The task is: Predict the reactants needed to synthesize the given product. (1) Given the product [CH:2]([C:6]1[CH:5]=[CH:10][CH:9]=[CH:8][CH:7]=1)([CH2:3][CH3:4])[CH3:1], predict the reactants needed to synthesize it. The reactants are: [CH3:1]/[CH:2]=[CH:3]\[CH3:4].[CH3:5]/[CH:6]=[CH:7]/[CH3:8].[CH2:9]=[C:10](C)C.C=CC=C.C=CCC.CCCC. (2) Given the product [CH:27]([S:24]([C:21]1[CH:22]=[CH:23][C:18]([NH:16][NH2:15])=[CH:19][CH:20]=1)(=[O:26])=[O:25])([CH3:29])[CH3:28], predict the reactants needed to synthesize it. The reactants are: ClC1C=CC=CC=1C(NC1C=CC2CCC3C(C(N)=O)=[N:15][N:16]([C:18]4[CH:23]=[CH:22][C:21]([S:24]([CH:27]([CH3:29])[CH3:28])(=[O:26])=[O:25])=[CH:20][CH:19]=4)C=3C=2C=1)=O.N#N.NN. (3) Given the product [CH3:19][O:18][C:14]1[CH:13]=[CH:12][C:11]([N:20]2[CH2:25][CH2:24][N:23]([CH3:26])[CH2:22][CH2:21]2)=[C:10]2[C:15]=1[CH2:16][CH2:17][N:8]([C:6](=[O:7])[CH2:5][CH2:4][CH2:3][CH2:2][NH:1][C:28](=[O:35])[C:29]1[CH:34]=[CH:33][N:32]=[CH:31][CH:30]=1)[CH2:9]2, predict the reactants needed to synthesize it. The reactants are: [NH2:1][CH2:2][CH2:3][CH2:4][CH2:5][C:6]([N:8]1[CH2:17][CH2:16][C:15]2[C:10](=[C:11]([N:20]3[CH2:25][CH2:24][N:23]([CH3:26])[CH2:22][CH2:21]3)[CH:12]=[CH:13][C:14]=2[O:18][CH3:19])[CH2:9]1)=[O:7].Cl.[C:28](Cl)(=[O:35])[C:29]1[CH:34]=[CH:33][N:32]=[CH:31][CH:30]=1. (4) Given the product [CH3:15][O:14][C:11]1[CH:10]=[CH:9][C:8]([C:6]2[N:7]=[C:2]([NH:28][C:29]3[CH:34]=[CH:33][C:32]([C:35]([N:37]4[CH2:38][CH2:39][CH2:40][CH2:41]4)=[O:36])=[CH:31][CH:30]=3)[C:3]3[NH:18][N:17]=[CH:16][C:4]=3[N:5]=2)=[CH:13][CH:12]=1, predict the reactants needed to synthesize it. The reactants are: Cl[C:2]1[C:3]2[C:4](=[CH:16][N:17](CC3C=CC(OC)=CC=3)[N:18]=2)[N:5]=[C:6]([C:8]2[CH:13]=[CH:12][C:11]([O:14][CH3:15])=[CH:10][CH:9]=2)[N:7]=1.[NH2:28][C:29]1[CH:34]=[CH:33][C:32]([C:35]([N:37]2[CH2:41][CH2:40][CH2:39][CH2:38]2)=[O:36])=[CH:31][CH:30]=1.Cl. (5) Given the product [CH3:36][O:37][C:38](=[O:39])[C:40]1[CH:45]=[CH:44][C:43]([CH2:20][C:17]2[S:18][CH:19]=[C:15]([C:10]3[CH:11]=[CH:12][CH:13]=[CH:14][C:9]=3[O:8][CH2:1][C:2]3[CH:3]=[CH:4][CH:5]=[CH:6][CH:7]=3)[N:16]=2)=[CH:42][CH:41]=1, predict the reactants needed to synthesize it. The reactants are: [CH2:1]([O:8][C:9]1[CH:14]=[CH:13][CH:12]=[CH:11][C:10]=1[C:15]1[N:16]=[C:17]([CH2:20]O)[S:18][CH:19]=1)[C:2]1[CH:7]=[CH:6][CH:5]=[CH:4][CH:3]=1.C(N(CC)CC)C.CS(Cl)(=O)=O.[I-].[Na+].[CH3:36][O:37][C:38]([C:40]1[CH:45]=[CH:44][C:43](B(O)O)=[CH:42][CH:41]=1)=[O:39].C(=O)([O-])[O-].[Na+].[Na+]. (6) Given the product [S:25]([C:21]1[CH:20]=[C:19]([NH:18][C:15]2[N:14]=[CH:13][C:12]3[CH:11]=[CH:10][C:9]4[N:29]=[C:6]([C:4]([OH:5])=[O:3])[S:7][C:8]=4[C:17]=3[N:16]=2)[CH:24]=[CH:23][CH:22]=1)(=[O:28])(=[O:27])[NH2:26], predict the reactants needed to synthesize it. The reactants are: C([O:3][C:4]([C:6]1[S:7][C:8]2[C:17]3[N:16]=[C:15]([NH:18][C:19]4[CH:24]=[CH:23][CH:22]=[C:21]([S:25](=[O:28])(=[O:27])[NH2:26])[CH:20]=4)[N:14]=[CH:13][C:12]=3[CH:11]=[CH:10][C:9]=2[N:29]=1)=[O:5])C. (7) The reactants are: [F:1][C:2]1[CH:7]=[CH:6][C:5]([CH2:8][CH2:9][CH2:10][C:11]([OH:13])=O)=[CH:4][CH:3]=1.[Br:14][C:15]1[CH:16]=[C:17]([CH:54]=[C:55]([Br:58])[C:56]=1[OH:57])[CH2:18][C@H:19]([C:21]([NH:23][C@H:24]([C:40]([N:42]1[CH2:47][CH2:46][N:45]([C:48]2[CH:53]=[CH:52][N:51]=[CH:50][CH:49]=2)[CH2:44][CH2:43]1)=[O:41])[CH2:25][CH2:26][CH2:27][CH2:28][NH:29][C:30]([O:32]CC1C=CC=CC=1)=[O:31])=[O:22])[NH2:20].CN(C(ON1N=NC2C=C[CH:72]=[CH:73][C:68]1=2)=[N+](C)C)C.[B-](F)(F)(F)F.[CH3:81]CN(C(C)C)C(C)C. Given the product [F:1][C:2]1[CH:3]=[CH:4][C:5]([CH2:8][CH2:9][CH2:10][C:11]([NH:20][C@@H:19]([C:21]([NH:23][C@H:24]([C:40]([N:42]2[CH2:47][CH2:46][N:45]([C:48]3[CH:53]=[CH:52][N:51]=[CH:50][CH:49]=3)[CH2:44][CH2:43]2)=[O:41])[CH2:25][CH2:26][CH2:27][CH2:28][NH:29][C:30]([O:32][C:73]([CH3:72])([CH3:68])[CH3:81])=[O:31])=[O:22])[CH2:18][C:17]2[CH:54]=[C:55]([Br:58])[C:56]([OH:57])=[C:15]([Br:14])[CH:16]=2)=[O:13])=[CH:6][CH:7]=1, predict the reactants needed to synthesize it.